From a dataset of Catalyst prediction with 721,799 reactions and 888 catalyst types from USPTO. Predict which catalyst facilitates the given reaction. (1) Reactant: Cl[C:2]1[CH:7]=[CH:6][CH:5]=[CH:4][N:3]=1.[NH2:8][CH2:9][CH2:10][CH2:11][OH:12].O=O. Product: [N:3]1[CH:4]=[CH:5][CH:6]=[CH:7][C:2]=1[NH:8][CH2:9][CH2:10][CH2:11][OH:12]. The catalyst class is: 6. (2) Reactant: [Cl:1][C:2]1[N:7]=[N:6][C:5]([NH2:8])=[CH:4][CH:3]=1.C(N(CC)CC)C.[F:16][C:17]([F:28])([F:27])[C:18](O[C:18](=[O:19])[C:17]([F:28])([F:27])[F:16])=[O:19]. Product: [Cl:1][C:2]1[N:7]=[N:6][C:5]([NH:8][C:18](=[O:19])[C:17]([F:28])([F:27])[F:16])=[CH:4][CH:3]=1. The catalyst class is: 4. (3) Reactant: Cl[C:2]1[N:3]=[CH:4][C:5]2[N:11]([CH2:12][CH3:13])[C:10](=[O:14])[C:9]([F:16])([F:15])[CH2:8][N:7]([CH:17]3[CH2:21][CH2:20][CH2:19][CH2:18]3)[C:6]=2[N:22]=1.[NH2:23][C:24]1[CH:39]=[CH:38][C:27]([C:28]([NH:30][CH:31]2[CH2:36][CH2:35][N:34]([CH3:37])[CH2:33][CH2:32]2)=[O:29])=[CH:26][CH:25]=1.O.C1(C)C=CC(S(O)(=O)=O)=CC=1. Product: [CH:17]1([N:7]2[CH2:8][C:9]([F:16])([F:15])[C:10](=[O:14])[N:11]([CH2:12][CH3:13])[C:5]3[CH:4]=[N:3][C:2]([NH:23][C:24]4[CH:25]=[CH:26][C:27]([C:28]([NH:30][CH:31]5[CH2:36][CH2:35][N:34]([CH3:37])[CH2:33][CH2:32]5)=[O:29])=[CH:38][CH:39]=4)=[N:22][C:6]2=3)[CH2:21][CH2:20][CH2:19][CH2:18]1. The catalyst class is: 41. (4) Reactant: [Cl:1][C:2]1[CH:3]=[C:4]([NH:8][C:9]2[CH:18]=[C:17]([C:19]([F:22])([F:21])[F:20])[C:12]([C:13]([O:15]C)=[O:14])=[CH:11][N:10]=2)[CH:5]=[CH:6][CH:7]=1.[OH-].[K+]. Product: [Cl:1][C:2]1[CH:3]=[C:4]([NH:8][C:9]2[CH:18]=[C:17]([C:19]([F:21])([F:20])[F:22])[C:12]([C:13]([OH:15])=[O:14])=[CH:11][N:10]=2)[CH:5]=[CH:6][CH:7]=1. The catalyst class is: 40. (5) Reactant: [CH2:1]([N:8]1[C:16]2[C:15](=[O:17])[N:14](CCCOC3CCCCO3)[C:13](=[O:28])[N:12]([CH2:29][O:30][CH2:31][CH2:32][Si:33]([CH3:36])([CH3:35])[CH3:34])[C:11]=2[N:10]=[C:9]1Cl)[C:2]1[CH:7]=[CH:6][CH:5]=[CH:4][CH:3]=1.[F:38][C:39]([F:49])([F:48])[O:40][C:41]1[CH:42]=[C:43]([OH:47])[CH:44]=[CH:45][CH:46]=1.C(=O)([O-])[O-].[K+].[K+]. Product: [CH2:1]([N:8]1[C:16]2[C:15](=[O:17])[NH:14][C:13](=[O:28])[N:12]([CH2:29][O:30][CH2:31][CH2:32][Si:33]([CH3:34])([CH3:36])[CH3:35])[C:11]=2[N:10]=[C:9]1[O:47][C:43]1[CH:44]=[CH:45][CH:46]=[C:41]([O:40][C:39]([F:38])([F:48])[F:49])[CH:42]=1)[C:2]1[CH:3]=[CH:4][CH:5]=[CH:6][CH:7]=1. The catalyst class is: 3. (6) Reactant: [CH:1]([C:3]1[CH:11]=[C:7]([C:8]([OH:10])=[O:9])[C:6]([OH:12])=[CH:5][CH:4]=1)=O.C([O-])=O.[Na+].S(O)(O)(=O)=O.[NH2:22]O. Product: [C:1]([C:3]1[CH:4]=[CH:5][C:6]([OH:12])=[C:7]([CH:11]=1)[C:8]([OH:10])=[O:9])#[N:22]. The catalyst class is: 106. (7) Reactant: [CH:1]1([N:7]2[C:12](=[O:13])[C:11]([C:14]([NH:16][CH2:17][C:18]([O:20]CC)=[O:19])=[O:15])=[C:10]([OH:23])[C:9]([C:24](OC)=[O:25])=[C:8]2[OH:28])[CH2:6][CH2:5][CH2:4][CH2:3][CH2:2]1.[CH:29]([NH2:32])([CH3:31])[CH3:30]. Product: [CH:1]1([N:7]2[C:8]([OH:28])=[C:9]([C:24]([NH:32][CH:29]([CH3:31])[CH3:30])=[O:25])[C:10]([OH:23])=[C:11]([C:14]([NH:16][CH2:17][C:18]([OH:20])=[O:19])=[O:15])[C:12]2=[O:13])[CH2:6][CH2:5][CH2:4][CH2:3][CH2:2]1. The catalyst class is: 22.